Dataset: Full USPTO retrosynthesis dataset with 1.9M reactions from patents (1976-2016). Task: Predict the reactants needed to synthesize the given product. (1) Given the product [Br:1][C:2]1[CH:3]=[C:4]([NH2:14])[C:5]2[N:6]([C:8]([CH:11]([CH3:12])[CH3:13])=[N:9][N:10]=2)[CH:7]=1, predict the reactants needed to synthesize it. The reactants are: [Br:1][C:2]1[CH:3]=[C:4]([N+:14]([O-])=O)[C:5]2[N:6]([C:8]([CH:11]([CH3:13])[CH3:12])=[N:9][N:10]=2)[CH:7]=1. (2) Given the product [F:8][C:5]([F:6])([F:7])[C:4](=[O:9])[CH2:17][C:16]([C:11]1[CH:12]=[CH:13][CH:14]=[CH:15][N:10]=1)=[O:18], predict the reactants needed to synthesize it. The reactants are: C(O[C:4](=[O:9])[C:5]([F:8])([F:7])[F:6])C.[N:10]1[CH:15]=[CH:14][CH:13]=[CH:12][C:11]=1[C:16](=[O:18])[CH3:17].C[O-].[Na+]. (3) Given the product [OH:20][CH:12]([CH2:13][CH2:14][CH2:15][CH2:16][CH2:17][CH2:18][CH3:19])[CH2:7][C:8]([O:10][CH3:11])=[O:9], predict the reactants needed to synthesize it. The reactants are: C[Si](C)(C)Cl.Br[CH2:7][C:8]([O:10][CH3:11])=[O:9].[CH:12](=[O:20])[CH2:13][CH2:14][CH2:15][CH2:16][CH2:17][CH2:18][CH3:19].Cl. (4) Given the product [N:2]1[CH:3]=[CH:4][N:5]2[CH2:10][CH:9]([CH2:11][OH:12])[CH2:8][CH2:7][C:6]=12, predict the reactants needed to synthesize it. The reactants are: Cl.[N:2]1[CH:3]=[CH:4][N:5]2[CH2:10][CH:9]([C:11](OCC)=[O:12])[CH2:8][CH2:7][C:6]=12.O1CCCC1.[H-].[Al+3].[Li+].[H-].[H-].[H-].[OH-].[Na+]. (5) Given the product [Br:15][C:6]1[C:5]([O:4][CH:1]([CH3:2])[CH3:3])=[CH:10][C:9]([NH2:11])=[C:8]([F:14])[CH:7]=1, predict the reactants needed to synthesize it. The reactants are: [CH:1]([O:4][C:5]1[CH:10]=[C:9]([N+:11]([O-])=O)[C:8]([F:14])=[CH:7][C:6]=1[Br:15])([CH3:3])[CH3:2]. (6) Given the product [C:1]1([CH3:21])[CH:6]=[C:5]([CH3:7])[CH:4]=[C:3]([CH3:8])[C:2]=1[S:9]([O:12][NH2:13])(=[O:11])=[O:10], predict the reactants needed to synthesize it. The reactants are: [C:1]1([CH3:21])[CH:6]=[C:5]([CH3:7])[CH:4]=[C:3]([CH3:8])[C:2]=1[S:9]([O:12][NH:13]C(=O)OC(C)(C)C)(=[O:11])=[O:10].FC(F)(F)C(O)=O. (7) Given the product [C:1]([C:5]1[CH:10]=[CH:9][C:8]([C:11]2[NH:15][C:14]3[CH:16]=[CH:17][CH:18]=[C:19]([N:20]4[CH2:21][CH2:22][N:23]([CH2:26][CH2:27][O:28][C:29]5[C:30]6[NH:36][C:38](=[NH:37])[NH:35][C:31]=6[CH:32]=[CH:33][CH:34]=5)[CH2:24][CH2:25]4)[C:13]=3[N:12]=2)=[CH:7][CH:6]=1)([CH3:4])([CH3:2])[CH3:3], predict the reactants needed to synthesize it. The reactants are: [C:1]([C:5]1[CH:10]=[CH:9][C:8]([C:11]2[NH:15][C:14]3[CH:16]=[CH:17][CH:18]=[C:19]([N:20]4[CH2:25][CH2:24][N:23]([CH2:26][CH2:27][O:28][C:29]5[CH:34]=[CH:33][CH:32]=[C:31]([NH2:35])[C:30]=5[NH2:36])[CH2:22][CH2:21]4)[C:13]=3[N:12]=2)=[CH:7][CH:6]=1)([CH3:4])([CH3:3])[CH3:2].[N:37]#[C:38]Br.[OH-].[Na+]. (8) Given the product [Br:32][C:29]1[CH:30]=[CH:31][C:26]2[N:27]([C:23]([CH2:22][C:21]([N:34]3[CH2:39][CH2:38][O:37][CH2:36][CH2:35]3)=[O:33])=[CH:24][N:25]=2)[CH:28]=1, predict the reactants needed to synthesize it. The reactants are: [H-].C([Al+]CC(C)C)C(C)C.C1(C)C=CC=CC=1.C(O[C:21](=[O:33])[CH2:22][C:23]1[N:27]2[CH:28]=[C:29]([Br:32])[CH:30]=[CH:31][C:26]2=[N:25][CH:24]=1)C.[NH:34]1[CH2:39][CH2:38][O:37][CH2:36][CH2:35]1.